The task is: Predict the reaction yield, written as a fraction of the theoretical maximum amount of product (1.0 means a 100% yield; for example, 0.34 means a 34% yield).. This data is from Reaction yield outcomes from USPTO patents with 853,638 reactions. The reactants are [C:1]([C:3]1[N:8]=[C:7]([CH2:9][CH2:10][CH2:11][CH2:12][CH2:13][CH2:14][C:15]([O:17][CH2:18][CH2:19][Si:20]([CH3:23])([CH3:22])[CH3:21])=[O:16])[CH:6]=[CH:5][CH:4]=1)#[N:2].[C:24](OC)(=[O:32])[C:25]1[C:26](=[CH:28][CH:29]=[CH:30][CH:31]=1)[SH:27].C(N(CC)CC)C. The catalyst is C1(C)C=CC=CC=1. The product is [O:32]=[C:24]1[C:25]2[CH:31]=[CH:30][CH:29]=[CH:28][C:26]=2[S:27][C:1]([C:3]2[N:8]=[C:7]([CH2:9][CH2:10][CH2:11][CH2:12][CH2:13][CH2:14][C:15]([O:17][CH2:18][CH2:19][Si:20]([CH3:22])([CH3:23])[CH3:21])=[O:16])[CH:6]=[CH:5][CH:4]=2)=[N:2]1. The yield is 0.270.